Dataset: Full USPTO retrosynthesis dataset with 1.9M reactions from patents (1976-2016). Task: Predict the reactants needed to synthesize the given product. (1) Given the product [O:20]1[C:16]2([CH2:21][CH2:22][CH:13]([O:12][C:10]3[N:9]=[C:8]([C:23]([F:26])([F:25])[F:24])[N:7]=[C:6]([O:3][CH2:2][CH2:1][OH:4])[CH:11]=3)[CH2:14][CH2:15]2)[O:17][CH2:18][CH2:19]1, predict the reactants needed to synthesize it. The reactants are: [CH2:1]([OH:4])[CH2:2][OH:3].Cl[C:6]1[CH:11]=[C:10]([O:12][CH:13]2[CH2:22][CH2:21][C:16]3([O:20][CH2:19][CH2:18][O:17]3)[CH2:15][CH2:14]2)[N:9]=[C:8]([C:23]([F:26])([F:25])[F:24])[N:7]=1.[H-].[Na+]. (2) Given the product [CH:1]1([CH:4]([CH3:8])[C:5]([N:31]2[CH2:32][CH2:33][N:28]([CH2:27][C:12]3[C:13]([CH3:26])=[C:14]([NH:16][C:17](=[O:25])[C:18]4[CH:23]=[CH:22][C:21]([CH3:24])=[N:20][CH:19]=4)[CH:15]=[C:10]([F:9])[CH:11]=3)[CH2:29][C@@H:30]2[CH3:34])=[O:7])[CH2:2][CH2:3]1, predict the reactants needed to synthesize it. The reactants are: [CH:1]1([CH:4]([CH3:8])[C:5]([OH:7])=O)[CH2:3][CH2:2]1.[F:9][C:10]1[CH:11]=[C:12]([CH2:27][N:28]2[CH2:33][CH2:32][NH:31][C@@H:30]([CH3:34])[CH2:29]2)[C:13]([CH3:26])=[C:14]([NH:16][C:17](=[O:25])[C:18]2[CH:23]=[CH:22][C:21]([CH3:24])=[N:20][CH:19]=2)[CH:15]=1.CCN(C(C)C)C(C)C.CN(C(ON1N=NC2C=CC=NC1=2)=[N+](C)C)C.F[P-](F)(F)(F)(F)F. (3) The reactants are: [C:1]1([C@H:7]([NH:34][C:35]([O:37][C@@H:38]2[CH:43]3[CH2:44][CH2:45][N:40]([CH2:41][CH2:42]3)[CH2:39]2)=[O:36])[C:8]2[CH:9]=[C:10]([CH:31]=[CH:32][CH:33]=2)[O:11][CH2:12][C:13]2[CH:18]=[CH:17][C:16]([S:19]([N:22]3[CH2:26][CH2:25][CH2:24][C@H:23]3[C:27]([O:29]C)=[O:28])(=[O:21])=[O:20])=[CH:15][CH:14]=2)[CH:6]=[CH:5][CH:4]=[CH:3][CH:2]=1.[Li+].[OH-].Cl.CN(C=O)C.[Cl:54][C:55]1[CH:56]=[N+:57]([O-:80])[CH:58]=[C:59]([Cl:79])[C:60]=1[CH2:61][C@@H:62]([C:64]1[CH:69]=[CH:68][C:67]([O:70][CH:71]([F:73])[F:72])=[C:66]([O:74][CH2:75][CH:76]2[CH2:78][CH2:77]2)[CH:65]=1)[OH:63].Cl.CN(C)CCCN=C=NCC. Given the product [CH:27]([OH:29])=[O:28].[CH:76]1([CH2:75][O:74][C:66]2[CH:65]=[C:64]([C@@H:62]([O:63][C:27]([C@@H:23]3[CH2:24][CH2:25][CH2:26][N:22]3[S:19]([C:16]3[CH:17]=[CH:18][C:13]([CH2:12][O:11][C:10]4[CH:31]=[CH:32][CH:33]=[C:8]([C@H:7]([C:1]5[CH:6]=[CH:5][CH:4]=[CH:3][CH:2]=5)[NH:34][C:35]([O:37][C@@H:38]5[CH:43]6[CH2:42][CH2:41][N:40]([CH2:45][CH2:44]6)[CH2:39]5)=[O:36])[CH:9]=4)=[CH:14][CH:15]=3)(=[O:20])=[O:21])=[O:28])[CH2:61][C:60]3[C:59]([Cl:79])=[CH:58][N+:57]([O-:80])=[CH:56][C:55]=3[Cl:54])[CH:69]=[CH:68][C:67]=2[O:70][CH:71]([F:73])[F:72])[CH2:78][CH2:77]1, predict the reactants needed to synthesize it. (4) Given the product [CH2:32]([O:31][C:30]([N:29]1[CH2:40][N:12]([C:6]2[CH:7]=[C:8]([Cl:11])[C:9]([F:10])=[C:4]([Cl:3])[C:5]=2[F:26])[C:13](=[O:14])[N:15]([C:16](=[O:25])[C:17]2[C:22]([F:23])=[CH:21][CH:20]=[CH:19][C:18]=2[F:24])[CH2:28]1)=[O:39])[C:33]1[CH:38]=[CH:37][CH:36]=[CH:35][CH:34]=1, predict the reactants needed to synthesize it. The reactants are: [H-].[Na+].[Cl:3][C:4]1[C:5]([F:26])=[C:6]([NH:12][C:13]([NH:15][C:16](=[O:25])[C:17]2[C:22]([F:23])=[CH:21][CH:20]=[CH:19][C:18]=2[F:24])=[O:14])[CH:7]=[C:8]([Cl:11])[C:9]=1[F:10].Cl[CH2:28][N:29]([CH2:40]Cl)[C:30](=[O:39])[O:31][CH2:32][C:33]1[CH:38]=[CH:37][CH:36]=[CH:35][CH:34]=1.O. (5) Given the product [CH2:16]([NH:19][C:20]1[N:21]=[C:22]([NH:30][C:1](=[O:5])[NH:37][CH:31]2[CH2:36][CH2:35][CH2:34][CH2:33][CH2:32]2)[C:23]2[S:28][CH:27]=[C:26]([CH3:29])[C:24]=2[N:25]=1)[CH:17]=[CH2:18], predict the reactants needed to synthesize it. The reactants are: [C:1]([O:5]C(OC(OC(C)(C)C)=O)=O)(C)(C)C.[CH2:16]([NH:19][C:20]1[N:21]=[C:22]([NH2:30])[C:23]2[S:28][CH:27]=[C:26]([CH3:29])[C:24]=2[N:25]=1)[CH:17]=[CH2:18].[CH:31]1([NH2:37])[CH2:36][CH2:35][CH2:34][CH2:33][CH2:32]1. (6) Given the product [F:26][C:23]1[CH:22]=[C:21]([F:27])[CH:20]=[CH:25][C:24]=1[N:14]1[CH2:15][CH2:16][N:11]2[N:10]=[C:9]([CH2:8][O:1][C:2]3[CH:3]=[CH:4][CH:5]=[CH:6][CH:7]=3)[CH:18]=[C:12]2[C:13]1=[O:17], predict the reactants needed to synthesize it. The reactants are: [O:1]([CH2:8][C:9]1[CH:18]=[C:12]2[C:13](=[O:17])[NH:14][CH2:15][CH2:16][N:11]2[N:10]=1)[C:2]1[CH:7]=[CH:6][CH:5]=[CH:4][CH:3]=1.Br[C:20]1[CH:25]=[CH:24][C:23]([F:26])=[CH:22][C:21]=1[F:27].CNCCNC.C([O-])([O-])=O.[K+].[K+]. (7) Given the product [NH2:27][C:30]1[CH:31]=[C:5]([CH3:23])[CH:1]=[CH:2][C:32]=1[C:12]1[N:7]2[N:6]=[C:5]([C:1]([CH3:4])([CH3:3])[CH3:2])[CH:23]=[C:8]2[N:9]=[C:10]([CH3:22])[C:11]=1[CH:14]([CH2:19][CH2:20][CH3:21])[C:15]([O:17][CH3:18])=[O:16], predict the reactants needed to synthesize it. The reactants are: [C:1]([C:5]1[CH:23]=[C:8]2[N:9]=[C:10]([CH3:22])[C:11]([CH:14]([CH2:19][CH2:20][CH3:21])[C:15]([O:17][CH3:18])=[O:16])=[C:12](Cl)[N:7]2[N:6]=1)([CH3:4])([CH3:3])[CH3:2].C([N:27]([CH:30]([CH3:32])[CH3:31])CC)(C)C.